Dataset: Reaction yield outcomes from USPTO patents with 853,638 reactions. Task: Predict the reaction yield, written as a fraction of the theoretical maximum amount of product (1.0 means a 100% yield; for example, 0.34 means a 34% yield). (1) The reactants are F[C:2]1[CH:7]=[CH:6][C:5]([N+:8]([O-:10])=[O:9])=[CH:4][CH:3]=1.[N:11]1([CH2:17][CH2:18]O)[CH2:16][CH2:15][NH:14][CH2:13][CH2:12]1.CS(C)=[O:22]. No catalyst specified. The product is [N+:8]([C:5]1[CH:6]=[CH:7][C:2]([N:14]2[CH2:15][CH2:16][N:11]([CH:17]([OH:22])[CH3:18])[CH2:12][CH2:13]2)=[CH:3][CH:4]=1)([O-:10])=[O:9]. The yield is 0.956. (2) The reactants are C(N([P:8]([N:12]([CH:16]([CH3:18])[CH3:17])[CH:13]([CH3:15])[CH3:14])(Cl)([O-:10])[O-:9])C(C)C)(C)C.[C:19]([NH:27][C:28]1[C:29]2[N:30]=[CH:31][N:32]([C:64]=2[N:65]=[CH:66][N:67]=1)[C@@H:33]1[O:63][C@H:37]([CH2:38][O:39][C:40]([C:57]2[CH:62]=[CH:61][CH:60]=[CH:59][CH:58]=2)([C:49]2[CH:54]=[CH:53][C:52]([O:55][CH3:56])=[CH:51][CH:50]=2)[C:41]2[CH:46]=[CH:45][C:44]([O:47][CH3:48])=[CH:43][CH:42]=2)[C@@H:35]([OH:36])[CH2:34]1)(=[O:26])[C:20]1[CH:25]=[CH:24][CH:23]=[CH:22][CH:21]=1.C(N(C(C)C)C(C)C)C.[C:77]([O:80][C@@H:81]1[C@@H:91]([O:92][C:93](=[O:95])[CH3:94])[C@H:90]([O:96][C:97](=[O:99])[CH3:98])[C@@H:89]([CH2:100][O:101][C:102](=[O:104])[CH3:103])[O:88][C@H:82]1[O:83][CH2:84][CH2:85][CH2:86]O)(=[O:79])[CH3:78].N1C=NN=N1. The catalyst is ClCCl. The product is [C:19]([NH:27][C:28]1[C:29]2[N:30]=[CH:31][N:32]([C:64]=2[N:65]=[CH:66][N:67]=1)[C@@H:33]1[O:63][C@H:37]([CH2:38][O:39][C:40]([C:57]2[CH:62]=[CH:61][CH:60]=[CH:59][CH:58]=2)([C:49]2[CH:54]=[CH:53][C:52]([O:55][CH3:56])=[CH:51][CH:50]=2)[C:41]2[CH:42]=[CH:43][C:44]([O:47][CH3:48])=[CH:45][CH:46]=2)[C@@H:35]([O:36][P:8]([N:12]([CH:13]([CH3:14])[CH3:15])[CH:16]([CH3:17])[CH3:18])([O:9][CH2:86][CH2:85][CH2:84][O:83][C@@H:82]2[O:88][C@H:89]([CH2:100][O:101][C:102](=[O:104])[CH3:103])[C@@H:90]([O:96][C:97](=[O:99])[CH3:98])[C@H:91]([O:92][C:93](=[O:95])[CH3:94])[C@H:81]2[O:80][C:77](=[O:79])[CH3:78])=[O:10])[CH2:34]1)(=[O:26])[C:20]1[CH:25]=[CH:24][CH:23]=[CH:22][CH:21]=1. The yield is 0.780. (3) The reactants are C(OC(=O)[NH:10][CH2:11][C:12]1[N:21]([C:22]2[CH:27]=[CH:26][C:25]([F:28])=[CH:24][CH:23]=2)[C:20](=[O:29])[C:19]2[C:14](=[CH:15][CH:16]=[CH:17][CH:18]=2)[N:13]=1)C1C=CC=CC=1. The catalyst is [Pd].CO. The product is [NH2:10][CH2:11][C:12]1[N:21]([C:22]2[CH:27]=[CH:26][C:25]([F:28])=[CH:24][CH:23]=2)[C:20](=[O:29])[C:19]2[C:14](=[CH:15][CH:16]=[CH:17][CH:18]=2)[N:13]=1. The yield is 0.930. (4) The reactants are Cl.[CH3:2][N:3]1[C:18]2[C:13](=[CH:14][CH:15]=[CH:16][CH:17]=2)[C:5]([CH2:6][C@@H:7]([C:9]([O:11][CH3:12])=[O:10])[NH2:8])=[CH:4]1.C(N(CC)CC)C.[F:26][C:27]1[CH:37]=[CH:36][CH:35]=[CH:34][C:28]=1[CH:29]=[CH:30][C:31](O)=[O:32].CCN=C=NCCCN(C)C.Cl. The catalyst is C(Cl)Cl. The product is [F:26][C:27]1[CH:37]=[CH:36][CH:35]=[CH:34][C:28]=1[CH:29]=[CH:30][C:31]([NH:8][C@H:7]([C:9]([O:11][CH3:12])=[O:10])[CH2:6][C:5]1[C:13]2[C:18](=[CH:17][CH:16]=[CH:15][CH:14]=2)[N:3]([CH3:2])[CH:4]=1)=[O:32]. The yield is 0.540. (5) The reactants are [CH3:1][O:2][C:3](=[O:30])[CH2:4][C:5]1[CH:10]=[CH:9][CH:8]=[C:7]([O:11][CH2:12][CH2:13][CH2:14][NH:15][CH2:16][CH:17]([C:24]2[CH:29]=[CH:28][CH:27]=[CH:26][CH:25]=2)[C:18]2[CH:23]=[CH:22][CH:21]=[CH:20][CH:19]=2)[CH:6]=1.[CH3:31][O:32][C:33]1[CH:34]=[C:35]([CH:38]=[C:39]([O:41][CH3:42])[CH:40]=1)[CH2:36]Br.C(=O)([O-])[O-].[K+].[K+]. The catalyst is CN(C=O)C.O. The product is [CH3:1][O:2][C:3](=[O:30])[CH2:4][C:5]1[CH:10]=[CH:9][CH:8]=[C:7]([O:11][CH2:12][CH2:13][CH2:14][N:15]([CH2:16][CH:17]([C:24]2[CH:29]=[CH:28][CH:27]=[CH:26][CH:25]=2)[C:18]2[CH:19]=[CH:20][CH:21]=[CH:22][CH:23]=2)[CH2:36][C:35]2[CH:38]=[C:39]([O:41][CH3:42])[CH:40]=[C:33]([O:32][CH3:31])[CH:34]=2)[CH:6]=1. The yield is 0.920. (6) The reactants are [O:1]1CCO[CH:2]1[CH2:6][CH2:7][N:8]1[C:17](=[O:18])[C:16]2[C:11](=[CH:12][CH:13]=[CH:14][CH:15]=2)[NH:10][C:9]1=[O:19].S(=O)(=O)(O)O. The catalyst is CC(C)=O. The product is [O:19]=[C:9]1[N:8]([CH2:7][CH2:6][CH:2]=[O:1])[C:17](=[O:18])[C:16]2[C:11](=[CH:12][CH:13]=[CH:14][CH:15]=2)[NH:10]1. The yield is 0.950. (7) The reactants are [CH3:1][N:2]1[C:10]2[C:5](=[CH:6][CH:7]=[CH:8][CH:9]=2)[C:4]([C:11](Cl)=[O:12])=[CH:3]1.Cl.[CH2:15]([NH:22][CH2:23][C:24]1[CH:29]=[CH:28][C:27]([C:30]2[CH:35]=[CH:34][C:33]([O:36][CH3:37])=[C:32]([Br:38])[CH:31]=2)=[CH:26][CH:25]=1)[C:16]1[CH:21]=[CH:20][CH:19]=[CH:18][CH:17]=1.C(N(CC)CC)C. The catalyst is C(Cl)Cl. The product is [CH2:15]([N:22]([CH2:23][C:24]1[CH:29]=[CH:28][C:27]([C:30]2[CH:35]=[CH:34][C:33]([O:36][CH3:37])=[C:32]([Br:38])[CH:31]=2)=[CH:26][CH:25]=1)[C:11]([C:4]1[C:5]2[C:10](=[CH:9][CH:8]=[CH:7][CH:6]=2)[N:2]([CH3:1])[CH:3]=1)=[O:12])[C:16]1[CH:17]=[CH:18][CH:19]=[CH:20][CH:21]=1. The yield is 0.950.